Task: Predict the reactants needed to synthesize the given product.. Dataset: Full USPTO retrosynthesis dataset with 1.9M reactions from patents (1976-2016) (1) Given the product [F:32][C:8]1[CH:9]=[C:10]([C:12]2[N:17]=[C:16]3[N:18]([CH2:21][C:22]4[CH:23]=[C:24]5[C:29](=[CH:30][CH:31]=4)[N:28]=[CH:27][CH:26]=[CH:25]5)[N:19]=[N:20][C:15]3=[CH:14][CH:13]=2)[CH:11]=[C:2]([F:1])[C:3]=1[C:4]([OH:6])=[O:5], predict the reactants needed to synthesize it. The reactants are: [F:1][C:2]1[CH:11]=[C:10]([C:12]2[N:17]=[C:16]3[N:18]([CH2:21][C:22]4[CH:23]=[C:24]5[C:29](=[CH:30][CH:31]=4)[N:28]=[CH:27][CH:26]=[CH:25]5)[N:19]=[N:20][C:15]3=[CH:14][CH:13]=2)[CH:9]=[C:8]([F:32])[C:3]=1[C:4]([O:6]C)=[O:5].[OH-].[Li+].C1COCC1.Cl. (2) Given the product [CH2:1]([O:8][C:9]1[CH:14]=[CH:13][CH:12]=[CH:11][C:10]=1[CH2:15][CH2:16][CH2:17][CH2:18][CH2:19][CH2:20][CH2:21][S:22]([F:27])(=[O:24])=[O:23])[C:2]1[CH:7]=[CH:6][CH:5]=[CH:4][CH:3]=1, predict the reactants needed to synthesize it. The reactants are: [CH2:1]([O:8][C:9]1[CH:14]=[CH:13][CH:12]=[CH:11][C:10]=1[CH2:15][CH2:16][CH2:17][CH2:18][CH2:19][CH2:20][CH2:21][S:22](Cl)(=[O:24])=[O:23])[C:2]1[CH:7]=[CH:6][CH:5]=[CH:4][CH:3]=1.[NH4+].[F-:27]. (3) Given the product [OH:6][CH:1]([CH:10]1[CH2:11][CH2:12][CH2:13][C:9]1=[O:14])[CH2:2][CH2:3][CH2:4][CH3:5], predict the reactants needed to synthesize it. The reactants are: [CH:1](=[O:6])[CH2:2][CH2:3][CH2:4][CH3:5].[OH-].[K+].[C:9]1(=[O:14])[CH2:13][CH2:12][CH2:11][CH2:10]1.